Dataset: Forward reaction prediction with 1.9M reactions from USPTO patents (1976-2016). Task: Predict the product of the given reaction. (1) The product is: [CH2:16]([O:10][C:8]1[CH:7]=[CH:6][C:3]([CH:4]=[O:5])=[C:2]([OH:1])[CH:9]=1)[C:17]1[CH:22]=[CH:21][CH:20]=[CH:19][CH:18]=1. Given the reactants [OH:1][C:2]1[CH:9]=[C:8]([OH:10])[CH:7]=[CH:6][C:3]=1[CH:4]=[O:5].C([O-])(O)=O.[Na+].[CH2:16](Br)[C:17]1[CH:22]=[CH:21][CH:20]=[CH:19][CH:18]=1, predict the reaction product. (2) Given the reactants [CH2:1]([NH:8][C:9]([C:11]1[S:15][C:14]([N:16]2[CH2:21][CH2:20][CH2:19][CH2:18][C:17]2=[O:22])=[N:13][C:12]=1[CH3:23])=[O:10])[C:2]1[CH:7]=[CH:6][CH:5]=[CH:4][CH:3]=1.Br[CH2:25][C:26]1[CH:31]=[CH:30][C:29]([O:32][CH3:33])=[CH:28][CH:27]=1, predict the reaction product. The product is: [CH2:1]([NH:8][C:9]([C:11]1[S:15][C:14]([N:16]2[CH2:21][CH2:20][CH2:19][CH:18]([CH2:25][C:26]3[CH:31]=[CH:30][C:29]([O:32][CH3:33])=[CH:28][CH:27]=3)[C:17]2=[O:22])=[N:13][C:12]=1[CH3:23])=[O:10])[C:2]1[CH:7]=[CH:6][CH:5]=[CH:4][CH:3]=1. (3) Given the reactants [NH2:1][C:2]1[N:7]=[CH:6][C:5]([C:8]2[CH:9]=[N:10][N:11]([CH:13]3[CH2:18][CH2:17][N:16](C(OC(C)(C)C)=O)[CH2:15][CH2:14]3)[CH:12]=2)=[CH:4][C:3]=1[O:26][C@H:27]([C:29]1[C:34]([Cl:35])=[CH:33][CH:32]=[C:31]([F:36])[C:30]=1[Cl:37])[CH3:28].NC1N=CC(C2C=NN(C3CCN(C([O:58][C:59](C)(C)[CH3:60])=O)CC3)C=2)=CC=1OC(C1C(Cl)=CC=C(F)C=1Cl)C.ClC1C(F)=CC=C(Cl)C=1[C@H](O)C.C(Cl)(=O)C, predict the reaction product. The product is: [Cl:37][C:30]1[C:31]([F:36])=[CH:32][CH:33]=[C:34]([Cl:35])[C:29]=1[C@@H:27]([O:26][C:3]1[C:2]([NH:1][C:59](=[O:58])[CH3:60])=[N:7][CH:6]=[C:5]([C:8]2[CH:9]=[N:10][N:11]([CH:13]3[CH2:14][CH2:15][NH:16][CH2:17][CH2:18]3)[CH:12]=2)[CH:4]=1)[CH3:28]. (4) Given the reactants [CH:1]1([NH2:4])[CH2:3][CH2:2]1.C(O)(=O)C.[Cl:9][C:10]1[CH:11]=[CH:12][CH:13]=[C:14]2[C:18]=1[C:17](=O)[CH2:16][CH2:15]2.C([BH3-])#N.[Na+], predict the reaction product. The product is: [Cl:9][C:10]1[CH:11]=[CH:12][CH:13]=[C:14]2[C:18]=1[CH:17]([NH:4][CH:1]1[CH2:3][CH2:2]1)[CH2:16][CH2:15]2. (5) Given the reactants Br[C:2]1[CH:6]=[CH:5][S:4][C:3]=1[C:7]([N:9]([C:17]1[CH:22]=[CH:21][C:20]([O:23][CH3:24])=[CH:19][C:18]=1[CH3:25])C(=O)OC(C)(C)C)=[O:8], predict the reaction product. The product is: [CH3:24][O:23][C:20]1[CH:19]=[C:18]([CH3:25])[C:17]2[NH:9][C:7](=[O:8])[C:3]3[S:4][CH:5]=[CH:6][C:2]=3[C:22]=2[CH:21]=1.